Dataset: Peptide-MHC class II binding affinity with 134,281 pairs from IEDB. Task: Regression. Given a peptide amino acid sequence and an MHC pseudo amino acid sequence, predict their binding affinity value. This is MHC class II binding data. (1) The peptide sequence is GPTATFEAMYLGTCQ. The MHC is HLA-DQA10104-DQB10503 with pseudo-sequence HLA-DQA10104-DQB10503. The binding affinity (normalized) is 0.331. (2) The peptide sequence is AYPSVLGQTIRNSRW. The MHC is DRB1_1001 with pseudo-sequence DRB1_1001. The binding affinity (normalized) is 0.557. (3) The peptide sequence is RCLNVMLKNSDLCNI. The MHC is DRB1_0101 with pseudo-sequence DRB1_0101. The binding affinity (normalized) is 0.697.